From a dataset of Full USPTO retrosynthesis dataset with 1.9M reactions from patents (1976-2016). Predict the reactants needed to synthesize the given product. Given the product [Cl:1][C:2]1[N:3]=[C:4]2[NH:22][N:11]=[C:12]([C:13]3[CH:18]=[CH:17][CH:16]=[CH:15][CH:14]=3)[C:5]2=[CH:6][CH:7]=1, predict the reactants needed to synthesize it. The reactants are: [Cl:1][C:2]1[CH:7]=[CH:6][CH:5]=[C:4](F)[N:3]=1.CO[N:11](C)[C:12](=O)[C:13]1[CH:18]=[CH:17][CH:16]=[CH:15][CH:14]=1.[Cl-].[NH4+:22].